This data is from Reaction yield outcomes from USPTO patents with 853,638 reactions. The task is: Predict the reaction yield, written as a fraction of the theoretical maximum amount of product (1.0 means a 100% yield; for example, 0.34 means a 34% yield). (1) The reactants are Br[C:2]1[N:7]2[N:8]=[C:9]([NH:11][C:12]([C:14]3[O:15][CH:16]=[CH:17][CH:18]=3)=[O:13])[N:10]=[C:6]2[CH:5]=[CH:4][CH:3]=1.[CH:19]1([NH2:24])[CH2:23][CH2:22][CH2:21][CH2:20]1.C(N(C(C)C)CC)(C)C. The catalyst is C(O)CCC. The product is [CH:19]1([NH:24][C:2]2[N:7]3[N:8]=[C:9]([NH:11][C:12]([C:14]4[O:15][CH:16]=[CH:17][CH:18]=4)=[O:13])[N:10]=[C:6]3[CH:5]=[CH:4][CH:3]=2)[CH2:23][CH2:22][CH2:21][CH2:20]1. The yield is 0.460. (2) The catalyst is ClC(Cl)C.C(=O)(O)[O-].[Na+].C(O)(=O)C. The yield is 0.650. The product is [Cl:3][C:4]1[C:5]([N:10]2[CH2:11][CH2:12][N:13]([CH2:23][C:21]3[C:20]([CH3:25])=[N:19][N:18]([CH2:16][CH3:17])[CH:22]=3)[CH2:14][CH2:15]2)=[N:6][CH:7]=[CH:8][N:9]=1. The reactants are Cl.Cl.[Cl:3][C:4]1[C:5]([N:10]2[CH2:15][CH2:14][NH:13][CH2:12][CH2:11]2)=[N:6][CH:7]=[CH:8][N:9]=1.[CH2:16]([N:18]1[CH:22]=[C:21]([CH:23]=O)[C:20]([CH3:25])=[N:19]1)[CH3:17].C(N(CC)CC)C.C(O[BH-](OC(=O)C)OC(=O)C)(=O)C.[Na+].